This data is from Forward reaction prediction with 1.9M reactions from USPTO patents (1976-2016). The task is: Predict the product of the given reaction. (1) The product is: [N+:14]([C:11]1[CH:12]=[CH:13][C:8]([O:7][C:6]2[CH:17]=[CH:18][C:3]([CH2:2][N:29]3[CH2:28][CH2:27][N:26]([C:32]([O:34][C:35]([CH3:38])([CH3:37])[CH3:36])=[O:33])[CH2:31][CH2:30]3)=[CH:4][CH:5]=2)=[N:9][CH:10]=1)([O-:16])=[O:15]. Given the reactants Cl[CH2:2][C:3]1[CH:18]=[CH:17][C:6]([O:7][C:8]2[CH:13]=[CH:12][C:11]([N+:14]([O-:16])=[O:15])=[CH:10][N:9]=2)=[CH:5][CH:4]=1.C(N(CC)CC)C.[N:26]1([C:32]([O:34][C:35]([CH3:38])([CH3:37])[CH3:36])=[O:33])[CH2:31][CH2:30][NH:29][CH2:28][CH2:27]1.O, predict the reaction product. (2) Given the reactants [CH3:1][C:2]1[CH:3]=[CH:4][C:5]([C:8]2[N:12]([C:13]3[CH:14]=[N:15][CH:16]=[CH:17][CH:18]=3)[N:11]=[C:10]([C:19]([OH:21])=O)[CH:9]=2)=[N:6][CH:7]=1.[CH3:22][NH:23][CH2:24][CH:25]([CH3:27])[CH3:26], predict the reaction product. The product is: [CH2:24]([N:23]([CH3:22])[C:19]([C:10]1[CH:9]=[C:8]([C:5]2[CH:4]=[CH:3][C:2]([CH3:1])=[CH:7][N:6]=2)[N:12]([C:13]2[CH:14]=[N:15][CH:16]=[CH:17][CH:18]=2)[N:11]=1)=[O:21])[CH:25]([CH3:27])[CH3:26]. (3) Given the reactants [C:1]([C:4]1[C:5](I)=[N:6][N:7]2[CH2:12][CH:11]([CH:13]3[CH2:15][CH2:14]3)[N:10]([C:16]([O:18][C:19]([CH3:22])([CH3:21])[CH3:20])=[O:17])[CH2:9][C:8]=12)(=[O:3])[NH2:2].[O-]P([O-])([O-])=O.[K+].[K+].[K+].[Cl:32][C:33]1[CH:34]=[C:35](B(O)O)[CH:36]=[CH:37][C:38]=1[F:39], predict the reaction product. The product is: [C:1]([C:4]1[C:5]([C:35]2[CH:36]=[CH:37][C:38]([F:39])=[C:33]([Cl:32])[CH:34]=2)=[N:6][N:7]2[CH2:12][CH:11]([CH:13]3[CH2:15][CH2:14]3)[N:10]([C:16]([O:18][C:19]([CH3:22])([CH3:21])[CH3:20])=[O:17])[CH2:9][C:8]=12)(=[O:3])[NH2:2]. (4) Given the reactants C(OC([N:8]1[CH2:13][CH:12]=[C:11]([C:14]2[CH:19]=[N:18][C:17]([N:20](C(OC(C)(C)C)=O)C(OC(C)(C)C)=O)=[C:16]([C:35]3[O:36][C:37]([C:40]4[CH:45]=[CH:44][C:43]([CH2:46][Br:47])=[CH:42][CH:41]=4)=[N:38][N:39]=3)[N:15]=2)[CH2:10][CH2:9]1)=O)(C)(C)C.Cl, predict the reaction product. The product is: [Br:47][CH2:46][C:43]1[CH:42]=[CH:41][C:40]([C:37]2[O:36][C:35]([C:16]3[C:17]([NH2:20])=[N:18][CH:19]=[C:14]([C:11]4[CH2:12][CH2:13][NH:8][CH2:9][CH:10]=4)[N:15]=3)=[N:39][N:38]=2)=[CH:45][CH:44]=1. (5) Given the reactants [CH2:1]([C:4]1([C:15]2[CH:20]=[CH:19][C:18](Br)=[CH:17][CH:16]=2)[O:8][C:7]2=[N:9][C:10]([N+:12]([O-:14])=[O:13])=[CH:11][N:6]2[CH2:5]1)[CH:2]=[CH2:3].[F:22][C:23]1[CH:24]=[C:25]([N:38]2[CH2:42][CH:41]([CH2:43][NH:44][C:45](=[O:47])[CH3:46])[O:40][C:39]2=[O:48])[CH:26]=[CH:27][C:28]=1B1OC(C)(C)C(C)(C)O1.C([O-])([O-])=O.[K+].[K+], predict the reaction product. The product is: [CH2:1]([C:4]1([C:15]2[CH:20]=[CH:19][C:18]([C:28]3[CH:27]=[CH:26][C:25]([N:38]4[CH2:42][CH:41]([CH2:43][NH:44][C:45](=[O:47])[CH3:46])[O:40][C:39]4=[O:48])=[CH:24][C:23]=3[F:22])=[CH:17][CH:16]=2)[O:8][C:7]2=[N:9][C:10]([N+:12]([O-:14])=[O:13])=[CH:11][N:6]2[CH2:5]1)[CH:2]=[CH2:3]. (6) Given the reactants [CH3:1][O-:2].[Na+].[Br:4][C:5]1[N:10]=[C:9]([NH:11][C:12]2[CH:17]=[C:16]([C:18]([F:21])([F:20])[F:19])[CH:15]=[CH:14][N:13]=2)[CH:8]=[C:7]([CH2:22]Br)[CH:6]=1, predict the reaction product. The product is: [Br:4][C:5]1[N:10]=[C:9]([NH:11][C:12]2[CH:17]=[C:16]([C:18]([F:21])([F:20])[F:19])[CH:15]=[CH:14][N:13]=2)[CH:8]=[C:7]([CH2:22][O:2][CH3:1])[CH:6]=1.